This data is from Reaction yield outcomes from USPTO patents with 853,638 reactions. The task is: Predict the reaction yield, written as a fraction of the theoretical maximum amount of product (1.0 means a 100% yield; for example, 0.34 means a 34% yield). The reactants are C(N(CC)CC)C.[F:8][C:9]1[CH:15]=[C:14]([I:16])[CH:13]=[CH:12][C:10]=1[NH2:11].[CH:17]1([C:20](Cl)=[O:21])[CH2:19][CH2:18]1. The catalyst is O1CCCC1.C(OCC)(=O)C. The product is [F:8][C:9]1[CH:15]=[C:14]([I:16])[CH:13]=[CH:12][C:10]=1[NH:11][C:20]([CH:17]1[CH2:19][CH2:18]1)=[O:21]. The yield is 0.990.